The task is: Predict the product of the given reaction.. This data is from Forward reaction prediction with 1.9M reactions from USPTO patents (1976-2016). The product is: [Cl:1][C:2]1[CH:3]=[C:4]2[NH:16][C:15]([O:25][C@H:26]3[C@H:30]4[O:31][CH2:32][C@@H:33]([OH:34])[C@H:29]4[O:28][CH2:27]3)=[N:14][C:5]2=[N:6][C:7]=1[C:8]1[CH2:13][CH2:12][S:11][CH2:10][CH:9]=1. Given the reactants [Cl:1][C:2]1[CH:3]=[C:4]2[N:16](COCC[Si](C)(C)C)[C:15]([O:25][C@H:26]3[C@H:30]4[O:31][CH2:32][C@@H:33]([OH:34])[C@H:29]4[O:28][CH2:27]3)=[N:14][C:5]2=[N:6][C:7]=1[C:8]1[CH2:9][CH2:10][S:11][CH2:12][CH:13]=1.C(O)(C(F)(F)F)=O.C([O-])(O)=O.[Na+], predict the reaction product.